This data is from Reaction yield outcomes from USPTO patents with 853,638 reactions. The task is: Predict the reaction yield, written as a fraction of the theoretical maximum amount of product (1.0 means a 100% yield; for example, 0.34 means a 34% yield). (1) The reactants are Br[C:2]1[CH:11]=[CH:10][C:9]2[C:4](=[CH:5][CH:6]=[C:7]([F:12])[CH:8]=2)[C:3]=1[CH:13]=[O:14].[CH3:15][Sn](C)(C)C. The catalyst is C1(C)C=CC=CC=1.C1C=CC([P]([Pd]([P](C2C=CC=CC=2)(C2C=CC=CC=2)C2C=CC=CC=2)([P](C2C=CC=CC=2)(C2C=CC=CC=2)C2C=CC=CC=2)[P](C2C=CC=CC=2)(C2C=CC=CC=2)C2C=CC=CC=2)(C2C=CC=CC=2)C2C=CC=CC=2)=CC=1. The product is [CH3:15][C:2]1[CH:11]=[CH:10][C:9]2[C:4](=[CH:5][CH:6]=[C:7]([F:12])[CH:8]=2)[C:3]=1[CH:13]=[O:14]. The yield is 0.950. (2) The reactants are [Cl:1][C:2]1[C:19]([F:20])=[CH:18][CH:17]=[C:16]([F:21])[C:3]=1[CH2:4][N:5]1[CH2:10][CH2:9][NH:8][C:7]2[N:11]=[CH:12][C:13](I)=[CH:14][C:6]1=2.[CH3:22][N:23]1[CH2:28][CH2:27][N:26]([C:29]2[CH:34]=[CH:33][C:32](B3OC(C)(C)C(C)(C)O3)=[CH:31][N:30]=2)[CH2:25][CH2:24]1. No catalyst specified. The product is [Cl:1][C:2]1[C:19]([F:20])=[CH:18][CH:17]=[C:16]([F:21])[C:3]=1[CH2:4][N:5]1[CH2:10][CH2:9][NH:8][C:7]2[N:11]=[CH:12][C:13]([C:32]3[CH:31]=[N:30][C:29]([N:26]4[CH2:25][CH2:24][N:23]([CH3:22])[CH2:28][CH2:27]4)=[CH:34][CH:33]=3)=[CH:14][C:6]1=2. The yield is 0.160. (3) The reactants are C(N(C(C)C)CC)(C)C.[OH:10][C:11]([C:39]1[CH:40]=[C:41]2[C:46](=[CH:47][CH:48]=1)[CH:45]=[C:44]([C:49]([NH:51][CH3:52])=[O:50])[CH:43]=[CH:42]2)([C:15]1[N:16]=[CH:17][N:18](C(C2C=CC=CC=2)(C2C=CC=CC=2)C2C=CC=CC=2)[CH:19]=1)[CH2:12][CH2:13]O.CS(Cl)(=O)=O.[Cl-].[NH4+]. The catalyst is C(OCC)(=O)C.CO.O.CS(C)=O.C1COCC1. The product is [OH:10][C:11]1([C:39]2[CH:40]=[C:41]3[C:46](=[CH:47][CH:48]=2)[CH:45]=[C:44]([C:49]([NH:51][CH3:52])=[O:50])[CH:43]=[CH:42]3)[C:15]2[N:16]([CH:17]=[N:18][CH:19]=2)[CH2:13][CH2:12]1. The yield is 0.800. (4) The reactants are [OH:1][C@H:2]1[CH2:6][CH2:5][C@H:4]([NH2:7])[CH2:3]1.[CH2:8]([O:15][C:16](N1C(=O)CCC1=O)=[O:17])[C:9]1[CH:14]=[CH:13][CH:12]=[CH:11][CH:10]=1. The catalyst is C(#N)C. The product is [OH:1][C@H:2]1[CH2:6][CH2:5][C@H:4]([NH:7][C:16](=[O:17])[O:15][CH2:8][C:9]2[CH:14]=[CH:13][CH:12]=[CH:11][CH:10]=2)[CH2:3]1. The yield is 0.980. (5) The catalyst is ClCCl. The product is [I:8][C:9]1[N:10]=[CH:11][N:12]([CH2:14][CH2:15][C:16]([NH2:19])([CH3:17])[CH3:18])[CH:13]=1. The reactants are FC(F)(F)C(O)=O.[I:8][C:9]1[N:10]=[CH:11][N:12]([CH2:14][CH2:15][C:16]([NH:19]C(=O)OC(C)(C)C)([CH3:18])[CH3:17])[CH:13]=1. The yield is 0.980. (6) The reactants are [F:1][C:2]1[CH:24]=[CH:23][C:5]([C:6]([N:8]2[CH2:13][CH2:12][CH:11]([C:14](=[O:22])C3C=CC(Cl)=CC=3)[CH2:10][CH2:9]2)=[O:7])=[CH:4][CH:3]=1.Cl.[CH3:26][NH:27][O:28][CH3:29].C([Mg]Cl)(C)C. The catalyst is C1COCC1. The product is [F:1][C:2]1[CH:3]=[CH:4][C:5]([C:6]([N:8]2[CH2:9][CH2:10][CH:11]([C:14](=[O:22])[N:27]([CH3:26])[O:28][CH3:29])[CH2:12][CH2:13]2)=[O:7])=[CH:23][CH:24]=1. The yield is 0.840. (7) The reactants are [Cl:1][C:2]1[CH:3]=[C:4]([C:10]2[CH:14]=[CH:13][N:12]([CH2:15][C@@H:16]([NH:18][C:19]([C:21]3[N:22]=[C:23]([CH:26]4[CH2:31][CH2:30][N:29](C(OC(C)(C)C)=O)[CH2:28][CH2:27]4)[S:24][CH:25]=3)=[O:20])[CH3:17])[N:11]=2)[CH:5]=[CH:6][C:7]=1[C:8]#[N:9].C(O)(C(F)(F)F)=O. The catalyst is C(Cl)Cl.C(O)(C(F)(F)F)=O.O.C(Cl)Cl. The product is [Cl:1][C:2]1[CH:3]=[C:4]([C:10]2[CH:14]=[CH:13][N:12]([CH2:15][C@@H:16]([NH:18][C:19]([C:21]3[N:22]=[C:23]([CH:26]4[CH2:31][CH2:30][NH:29][CH2:28][CH2:27]4)[S:24][CH:25]=3)=[O:20])[CH3:17])[N:11]=2)[CH:5]=[CH:6][C:7]=1[C:8]#[N:9]. The yield is 0.820. (8) The reactants are Br[C:2]1[CH:22]=[N:21][C:5]2[NH:6][C:7](=[O:20])[CH2:8][N:9]([CH2:11][C:12]3[CH:17]=[CH:16][C:15]([O:18][CH3:19])=[CH:14][CH:13]=3)[CH2:10][C:4]=2[CH:3]=1.[C:23]([O:27][C:28]([CH3:31])([CH3:30])[CH3:29])(=[O:26])[CH:24]=[CH2:25].C(N(C(C)C)C(C)C)C.CC1C=CC=CC=1P(C1C=CC=CC=1C)C1C=CC=CC=1C. The catalyst is C(#N)CC.CN(C=O)C.CC([O-])=O.CC([O-])=O.[Pd+2]. The product is [C:28]([O:27][C:23](=[O:26])/[CH:24]=[CH:25]/[C:2]1[CH:22]=[N:21][C:5]2[NH:6][C:7](=[O:20])[CH2:8][N:9]([CH2:11][C:12]3[CH:17]=[CH:16][C:15]([O:18][CH3:19])=[CH:14][CH:13]=3)[CH2:10][C:4]=2[CH:3]=1)([CH3:31])([CH3:30])[CH3:29]. The yield is 0.630.